From a dataset of Forward reaction prediction with 1.9M reactions from USPTO patents (1976-2016). Predict the product of the given reaction. Given the reactants [CH3:1][O:2][C:3]1[CH:23]=[CH:22][C:21]([O:24][CH3:25])=[CH:20][C:4]=1[CH2:5][CH:6]1[C:15]2[C:10](=[C:11]([O:18][CH3:19])[CH:12]=[CH:13][C:14]=2[O:16][CH3:17])[CH2:9][CH2:8][NH:7]1.Br[CH2:27][C:28](Br)=[O:29].[NH2:31][CH:32]1[C:40]2[C:35](=[CH:36][CH:37]=[CH:38][CH:39]=2)[CH2:34][CH2:33]1, predict the reaction product. The product is: [CH3:1][O:2][C:3]1[CH:23]=[CH:22][C:21]([O:24][CH3:25])=[CH:20][C:4]=1[CH2:5][CH:6]1[C:15]2[C:10](=[C:11]([O:18][CH3:19])[CH:12]=[CH:13][C:14]=2[O:16][CH3:17])[CH2:9][CH2:8][N:7]1[CH2:27][C:28]([NH:31][CH:32]1[C:40]2[C:35](=[CH:36][CH:37]=[CH:38][CH:39]=2)[CH2:34][CH2:33]1)=[O:29].